Regression. Given two drug SMILES strings and cell line genomic features, predict the synergy score measuring deviation from expected non-interaction effect. From a dataset of Merck oncology drug combination screen with 23,052 pairs across 39 cell lines. (1) Drug 1: CN(Cc1cnc2nc(N)nc(N)c2n1)c1ccc(C(=O)NC(CCC(=O)O)C(=O)O)cc1. Drug 2: O=C(NOCC(O)CO)c1ccc(F)c(F)c1Nc1ccc(I)cc1F. Cell line: RKO. Synergy scores: synergy=-26.9. (2) Drug 1: O=S1(=O)NC2(CN1CC(F)(F)F)C1CCC2Cc2cc(C=CCN3CCC(C(F)(F)F)CC3)ccc2C1. Drug 2: CN(C)C(=N)N=C(N)N. Cell line: RKO. Synergy scores: synergy=14.4. (3) Drug 1: CS(=O)(=O)CCNCc1ccc(-c2ccc3ncnc(Nc4ccc(OCc5cccc(F)c5)c(Cl)c4)c3c2)o1. Drug 2: CCC1(O)C(=O)OCc2c1cc1n(c2=O)Cc2cc3c(CN(C)C)c(O)ccc3nc2-1. Cell line: NCIH2122. Synergy scores: synergy=21.0. (4) Drug 1: O=c1[nH]cc(F)c(=O)[nH]1. Drug 2: CC1(c2nc3c(C(N)=O)cccc3[nH]2)CCCN1. Cell line: SKMES1. Synergy scores: synergy=-0.0864.